From a dataset of Reaction yield outcomes from USPTO patents with 853,638 reactions. Predict the reaction yield, written as a fraction of the theoretical maximum amount of product (1.0 means a 100% yield; for example, 0.34 means a 34% yield). (1) The reactants are C(O)(C(F)(F)F)=O.P(Cl)(Cl)(Cl)=O.C(O[CH:16](OCC)[C@@H:17]([C:25]([O:27][CH2:28][CH3:29])=[O:26])[N:18]=[CH:19][C:20]1[NH:21][CH:22]=[CH:23][CH:24]=1)C.C([O-])(O)=O.[Na+]. The catalyst is ClCCCl. The product is [CH:19]1[C:20]2[N:21]([CH:22]=[CH:23][CH:24]=2)[CH:16]=[C:17]([C:25]([O:27][CH2:28][CH3:29])=[O:26])[N:18]=1. The yield is 0.240. (2) The reactants are [CH2:1]1[CH:5]2[CH2:6][NH:7][CH2:8][CH:4]2[CH2:3][N:2]1[C:9]([O:11][C:12]([CH3:15])([CH3:14])[CH3:13])=[O:10].Cl[C:17]1[CH:27]=[CH:26][C:20]([C:21]([O:23][CH2:24][CH3:25])=[O:22])=[CH:19][N:18]=1.CCN(C(C)C)C(C)C.CCOC(C)=O. The catalyst is O1CCOCC1. The product is [C:12]([O:11][C:9]([N:2]1[CH2:3][CH:4]2[CH2:8][N:7]([C:17]3[CH:27]=[CH:26][C:20]([C:21]([O:23][CH2:24][CH3:25])=[O:22])=[CH:19][N:18]=3)[CH2:6][CH:5]2[CH2:1]1)=[O:10])([CH3:15])([CH3:14])[CH3:13]. The yield is 0.750. (3) The yield is 0.930. The reactants are [CH3:1][C:2]1[CH:28]=[CH:27][C:5]([C:6]([C:8]2[N:9]([CH2:13]/[CH:14]=[CH:15]/[C:16]3[CH:17]=[C:18]([CH:24]=[CH:25][CH:26]=3)[C:19]([O:21]CC)=[O:20])[CH:10]=[CH:11][CH:12]=2)=[O:7])=[CH:4][CH:3]=1. The product is [CH3:1][C:2]1[CH:3]=[CH:4][C:5]([C:6]([C:8]2[N:9]([CH2:13]/[CH:14]=[CH:15]/[C:16]3[CH:17]=[C:18]([CH:24]=[CH:25][CH:26]=3)[C:19]([OH:21])=[O:20])[CH:10]=[CH:11][CH:12]=2)=[O:7])=[CH:27][CH:28]=1. The catalyst is [OH-].[Li+].C1COCC1.CO. (4) The reactants are [I-].[CH3:2][S+](C)C.[H-].[Na+].[Br:8][C:9]1[CH:14]=[CH:13][C:12]([C:15]([C:17]2[CH:22]=[CH:21][CH:20]=[CH:19][CH:18]=2)=[O:16])=[CH:11][CH:10]=1. The catalyst is C1COCC1. The product is [Br:8][C:9]1[CH:10]=[CH:11][C:12]([C:15]2([C:17]3[CH:18]=[CH:19][CH:20]=[CH:21][CH:22]=3)[CH2:2][O:16]2)=[CH:13][CH:14]=1. The yield is 1.00. (5) The reactants are CC(OC([N:8]1[CH2:13][CH2:12][C:11](=[C:14]([C:28]2[CH:33]=[CH:32][CH:31]=[CH:30][C:29]=2[NH2:34])[C:15]2[CH:20]=[CH:19][C:18]([C:21]([N:23]([CH2:26][CH3:27])[CH2:24][CH3:25])=[O:22])=[CH:17][CH:16]=2)[CH2:10][CH2:9]1)=O)(C)C.[CH:35]1([CH:41]=O)[CH2:40][CH2:39][CH2:38][CH2:37][CH2:36]1.C(O)(=O)C.[BH-](OC(C)=O)(OC(C)=O)OC(C)=O.[Na+].FC(F)(F)C(O)=O. The catalyst is ClCCCl.C(Cl)Cl. The product is [CH:35]1([CH2:41][NH:34][C:29]2[CH:30]=[CH:31][CH:32]=[CH:33][C:28]=2[C:14](=[C:11]2[CH2:12][CH2:13][NH:8][CH2:9][CH2:10]2)[C:15]2[CH:20]=[CH:19][C:18]([C:21]([N:23]([CH2:24][CH3:25])[CH2:26][CH3:27])=[O:22])=[CH:17][CH:16]=2)[CH2:40][CH2:39][CH2:38][CH2:37][CH2:36]1. The yield is 0.430.